From a dataset of Forward reaction prediction with 1.9M reactions from USPTO patents (1976-2016). Predict the product of the given reaction. (1) Given the reactants [NH2:1][C:2]1N(C2C=CC=C(CO)C=2)C=C(C2C=CC(Cl)=CC=2)C=1C#N.[NH2:24][C:25]1[N:26]([C:45]2[CH:50]=[CH:49][CH:48]=[C:47]([CH2:51][OH:52])[CH:46]=2)[CH:27]=[C:28]([C:32]2[CH:37]=[CH:36][C:35]([O:38][C:39]3[CH:44]=[CH:43][CH:42]=[CH:41][CH:40]=3)=[CH:34][CH:33]=2)[C:29]=1[C:30]#[N:31].C(OCC)(OCC)OCC.O.C1(C)C=CC(S(O)(=O)=O)=CC=1, predict the reaction product. The product is: [NH2:31][C:30]1[C:29]2[C:28]([C:32]3[CH:37]=[CH:36][C:35]([O:38][C:39]4[CH:44]=[CH:43][CH:42]=[CH:41][CH:40]=4)=[CH:34][CH:33]=3)=[CH:27][N:26]([C:45]3[CH:46]=[C:47]([CH2:51][OH:52])[CH:48]=[CH:49][CH:50]=3)[C:25]=2[N:24]=[CH:2][N:1]=1. (2) Given the reactants [CH3:1][O:2][CH2:3][O:4][C:5]1[CH:12]=[CH:11][CH:10]=[C:9]([O:13]COC)[C:6]=1[CH:7]=[O:8].Cl.CCOCC, predict the reaction product. The product is: [OH:13][C:9]1[CH:10]=[CH:11][CH:12]=[C:5]([O:4][CH2:3][O:2][CH3:1])[C:6]=1[CH:7]=[O:8]. (3) Given the reactants [CH3:1][O:2][C:3](=[O:14])[CH2:4][C:5]1[C:13]2[C:8](=[CH:9][CH:10]=[CH:11][CH:12]=2)[NH:7][CH:6]=1.[H-].[Na+].[CH2:17](I)[CH2:18][CH2:19][CH2:20][CH2:21][CH2:22][CH3:23].Cl, predict the reaction product. The product is: [CH3:1][O:2][C:3](=[O:14])[CH2:4][C:5]1[C:13]2[C:8](=[CH:9][CH:10]=[CH:11][CH:12]=2)[N:7]([CH2:17][CH2:18][CH2:19][CH2:20][CH2:21][CH2:22][CH3:23])[CH:6]=1. (4) The product is: [F:1][C:2]([F:7])([F:6])[C:3]([OH:5])=[O:4].[F:8][C:9]([F:14])([F:13])[C:10]([OH:12])=[O:11].[F:1][C:2]([F:7])([F:6])[C:3]([OH:5])=[O:4].[Cl:15][C:16]1[CH:17]=[N:18][C:19]2[NH:20][C:21]3[CH:22]=[N:23][CH:24]=[C:25]([CH:47]=3)[CH2:26][CH2:27][C:28]3[CH:36]=[C:32]([NH:33][C:34]=1[N:35]=2)[CH:31]=[CH:30][C:29]=3[NH:37][C:38](=[O:46])[CH2:39][CH:40]1[CH2:45][CH2:44][N:43]([C:48]([C:49]2[CH:50]=[N:51][CH:52]=[CH:53][CH:54]=2)=[O:55])[CH2:42][CH2:41]1. Given the reactants [F:1][C:2]([F:7])([F:6])[C:3]([OH:5])=[O:4].[F:8][C:9]([F:14])([F:13])[C:10]([OH:12])=[O:11].[Cl:15][C:16]1[CH:17]=[N:18][C:19]2[NH:20][C:21]3[CH:22]=[N:23][CH:24]=[C:25]([CH:47]=3)[CH2:26][CH2:27][C:28]3[CH:36]=[C:32]([NH:33][C:34]=1[N:35]=2)[CH:31]=[CH:30][C:29]=3[NH:37][C:38](=[O:46])[CH2:39][CH:40]1[CH2:45][CH2:44][NH:43][CH2:42][CH2:41]1.[C:48](Cl)(=[O:55])[C:49]1[CH:54]=[CH:53][CH:52]=[N:51][CH:50]=1, predict the reaction product. (5) Given the reactants [Br:1][C:2]1[CH:3]=[C:4]([C:11]([N:13]2[CH2:18][CH2:17][O:16][C:15]3[N:19]=[CH:20][C:21]([C:23]4[CH:24]=[N:25][CH:26]=[CH:27][CH:28]=4)=[CH:22][C:14]2=3)=[O:12])[CH:5]=[C:6]([Br:10])[C:7]=1[O:8]C.B(Br)(Br)Br, predict the reaction product. The product is: [Br:1][C:2]1[CH:3]=[C:4]([C:11]([N:13]2[CH2:18][CH2:17][O:16][C:15]3[N:19]=[CH:20][C:21]([C:23]4[CH:24]=[N:25][CH:26]=[CH:27][CH:28]=4)=[CH:22][C:14]2=3)=[O:12])[CH:5]=[C:6]([Br:10])[C:7]=1[OH:8]. (6) Given the reactants [CH3:1][O:2][C:3]1[C:4]([NH2:9])=[N:5][CH:6]=[CH:7][N:8]=1.[Cl:10][C:11]1[C:15]([Cl:16])=[C:14]([Cl:17])[S:13][C:12]=1[S:18](Cl)(=[O:20])=[O:19].CC(C)([O-])C.[K+].Cl, predict the reaction product. The product is: [Cl:10][C:11]1[C:15]([Cl:16])=[C:14]([Cl:17])[S:13][C:12]=1[S:18]([NH:9][C:4]1[C:3]([O:2][CH3:1])=[N:8][CH:7]=[CH:6][N:5]=1)(=[O:20])=[O:19]. (7) Given the reactants BrN1C(=[O:7])CCC1=O.[BrH:9].[C:10]([O:13][CH2:14][CH:15]([CH2:20][O:21][C:22](=[O:24])[CH3:23])[CH2:16][C:17](Br)=[CH2:18])(=[O:12])[CH3:11].S([O-])([O-])(=O)=S.[Na+].[Na+], predict the reaction product. The product is: [C:10]([O:13][CH2:14][CH:15]([CH2:20][O:21][C:22](=[O:24])[CH3:23])[CH2:16][C:17](=[O:7])[CH2:18][Br:9])(=[O:12])[CH3:11]. (8) Given the reactants [Cl:1][C:2]1[CH:3]=[C:4]([C:7]([C:10]#[C:11][C:12]2[CH:17]=[C:16]([F:18])[CH:15]=[CH:14][C:13]=2[CH3:19])=[CH:8][N:9]=1)[CH:5]=[O:6].[CH3:20][Mg]Cl.CC(OI1(OC(C)=O)(OC(C)=O)OC(=O)C2C=CC=CC1=2)=O, predict the reaction product. The product is: [Cl:1][C:2]1[CH:3]=[C:4]([C:5](=[O:6])[CH3:20])[C:7]([C:10]#[C:11][C:12]2[CH:17]=[C:16]([F:18])[CH:15]=[CH:14][C:13]=2[CH3:19])=[CH:8][N:9]=1. (9) Given the reactants [F:1][C:2]1[CH:7]=[CH:6][C:5]([C:8]2[O:9][C:10]3[CH:20]=[CH:19][C:18]([C:21]4[CH:22]=[C:23]([CH:28]=[CH:29][C:30]=4[CH3:31])[C:24]([O:26]C)=[O:25])=[CH:17][C:11]=3[C:12]=2[C:13](=[O:16])[NH:14][CH3:15])=[CH:4][CH:3]=1.[OH-].[Na+], predict the reaction product. The product is: [F:1][C:2]1[CH:7]=[CH:6][C:5]([C:8]2[O:9][C:10]3[CH:20]=[CH:19][C:18]([C:21]4[CH:22]=[C:23]([CH:28]=[CH:29][C:30]=4[CH3:31])[C:24]([OH:26])=[O:25])=[CH:17][C:11]=3[C:12]=2[C:13](=[O:16])[NH:14][CH3:15])=[CH:4][CH:3]=1. (10) Given the reactants Br[C:2]1[N:6](COCC[Si](C)(C)C)[C:5]([C:15]2[CH:20]=[C:19]([Cl:21])[CH:18]=[CH:17][C:16]=2[CH2:22][CH3:23])=[C:4]([C:24]#[N:25])[CH:3]=1.Cl[C:27]1[N:32]=[CH:31][N:30]=[C:29]([NH:33]C)[CH:28]=1, predict the reaction product. The product is: [NH2:33][C:29]1[N:30]=[CH:31][N:32]=[C:27]([C:2]2[NH:6][C:5]([C:15]3[CH:20]=[C:19]([Cl:21])[CH:18]=[CH:17][C:16]=3[CH2:22][CH3:23])=[C:4]([C:24]#[N:25])[CH:3]=2)[CH:28]=1.